Dataset: Forward reaction prediction with 1.9M reactions from USPTO patents (1976-2016). Task: Predict the product of the given reaction. (1) Given the reactants Cl[C:2]1[CH:3]=[C:4]([CH:7]=[C:8]([Cl:10])[N:9]=1)[C:5]#[N:6].[NH:11]1[CH2:16][CH2:15][CH:14]([NH:17][C:18](=[O:24])[O:19][C:20]([CH3:23])([CH3:22])[CH3:21])[CH2:13][CH2:12]1, predict the reaction product. The product is: [Cl:10][C:8]1[N:9]=[C:2]([N:11]2[CH2:12][CH2:13][CH:14]([NH:17][C:18](=[O:24])[O:19][C:20]([CH3:22])([CH3:21])[CH3:23])[CH2:15][CH2:16]2)[CH:3]=[C:4]([C:5]#[N:6])[CH:7]=1. (2) Given the reactants [NH2:1][C:2]1[CH:3]=[C:4]2[C:8](=[CH:9][C:10]=1[N+:11]([O-])=O)[N:7]([CH2:14][C:15]#[C:16][CH2:17][CH3:18])[C:6](=[O:19])[C:5]2([CH3:21])[CH3:20].[OH-].[Na+], predict the reaction product. The product is: [NH2:1][C:2]1[CH:3]=[C:4]2[C:8](=[CH:9][C:10]=1[NH2:11])[N:7]([CH2:14][C:15]#[C:16][CH2:17][CH3:18])[C:6](=[O:19])[C:5]2([CH3:20])[CH3:21]. (3) The product is: [CH3:33][N:34]([CH3:38])[C:35]([NH:8][CH2:9][C:10]1[CH:11]=[CH:12][CH:13]=[C:14]([C:16]2[S:17][C:18]3[CH:26]=[CH:25][CH:24]=[CH:23][C:19]=3[C:20](=[O:22])[N:21]=2)[N:15]=1)=[O:36]. Given the reactants FC(F)(F)C(O)=O.[NH2:8][CH2:9][C:10]1[N:15]=[C:14]([C:16]2[S:17][C:18]3[CH:26]=[CH:25][CH:24]=[CH:23][C:19]=3[C:20](=[O:22])[N:21]=2)[CH:13]=[CH:12][CH:11]=1.C(=O)([O-])[O-].[K+].[K+].[CH3:33][N:34]([CH3:38])[C:35](Cl)=[O:36], predict the reaction product. (4) Given the reactants [NH2:1][C:2]1[CH:37]=[CH:36][C:5]([O:6][CH2:7][C:8]([CH2:27][O:28][C:29]2[CH:34]=[CH:33][C:32]([NH2:35])=[CH:31][CH:30]=2)([CH2:18][O:19][C:20]2[CH:25]=[CH:24][C:23]([NH2:26])=[CH:22][CH:21]=2)[CH2:9][O:10][C:11]2[CH:16]=[CH:15][C:14]([NH2:17])=[CH:13][CH:12]=2)=[CH:4][CH:3]=1.O1CCCC1.[N:43]1[C:50](Cl)=[N:49][C:47]([Cl:48])=[N:46][C:44]=1[Cl:45].C([O-])([O-])=O.[Na+].[Na+], predict the reaction product. The product is: [Cl:48][C:47]1[N:46]=[C:44]([Cl:45])[N:43]=[C:50]([NH:35][C:32]2[CH:31]=[CH:30][C:29]([O:28][CH2:27][C:8]([CH2:9][O:10][C:11]3[CH:12]=[CH:13][C:14]([NH:17][C:50]4[N:49]=[C:47]([Cl:48])[N:46]=[C:44]([Cl:45])[N:43]=4)=[CH:15][CH:16]=3)([CH2:18][O:19][C:20]3[CH:25]=[CH:24][C:23]([NH:26][C:50]4[N:49]=[C:47]([Cl:48])[N:46]=[C:44]([Cl:45])[N:43]=4)=[CH:22][CH:21]=3)[CH2:7][O:6][C:5]3[CH:4]=[CH:3][C:2]([NH:1][C:50]4[N:49]=[C:47]([Cl:48])[N:46]=[C:44]([Cl:45])[N:43]=4)=[CH:37][CH:36]=3)=[CH:34][CH:33]=2)[N:49]=1. (5) Given the reactants [F:1][CH:2]([F:5])[CH2:3][NH2:4].[CH2:6]([O:8][C:9](=[O:21])[C:10]1[CH:15]=[C:14]([N+:16]([O-:18])=[O:17])[C:13](F)=[CH:12][C:11]=1[F:20])[CH3:7].O, predict the reaction product. The product is: [CH2:6]([O:8][C:9](=[O:21])[C:10]1[CH:15]=[C:14]([N+:16]([O-:18])=[O:17])[C:13]([NH:4][CH2:3][CH:2]([F:5])[F:1])=[CH:12][C:11]=1[F:20])[CH3:7].